This data is from Reaction yield outcomes from USPTO patents with 853,638 reactions. The task is: Predict the reaction yield, written as a fraction of the theoretical maximum amount of product (1.0 means a 100% yield; for example, 0.34 means a 34% yield). (1) The reactants are Cl[C:2]1[C:7]2[CH:8]=[C:9]([N:11]3[CH2:15][CH2:14][N:13]([C:16]4[CH:17]=[N:18][CH:19]=[CH:20][C:21]=4[CH3:22])[C:12]3=[O:23])[S:10][C:6]=2[CH:5]=[CH:4][N:3]=1. The catalyst is CO.C(Cl)(Cl)Cl.[Pd]. The product is [CH3:22][C:21]1[CH:20]=[CH:19][N:18]=[CH:17][C:16]=1[N:13]1[CH2:14][CH2:15][N:11]([C:9]2[S:10][C:6]3[CH:5]=[CH:4][N:3]=[CH:2][C:7]=3[CH:8]=2)[C:12]1=[O:23]. The yield is 0.140. (2) The reactants are [Br:1][C:2]1[CH:7]=[CH:6][C:5]([C:8]2[NH:9][CH:10]=[C:11]([C:13]3[N:17]([CH:18]([CH3:20])[CH3:19])[N:16]=[CH:15][N:14]=3)[N:12]=2)=[C:4](F)[CH:3]=1.C1(=O)O[CH2:25][CH2:24][O:23]1.C(=O)([O-])[O-].[Cs+].[Cs+].O. The catalyst is CN(C=O)C. The product is [Br:1][C:2]1[CH:7]=[CH:6][C:5]2[C:8]3[N:9]([CH:10]=[C:11]([C:13]4[N:17]([CH:18]([CH3:20])[CH3:19])[N:16]=[CH:15][N:14]=4)[N:12]=3)[CH2:25][CH2:24][O:23][C:4]=2[CH:3]=1. The yield is 0.580. (3) The reactants are [NH2:1][CH2:2][CH2:3][NH:4][C:5]1[CH:17]=[CH:16][C:8]([C:9]([O:11][C:12]([CH3:15])([CH3:14])[CH3:13])=[O:10])=[CH:7][CH:6]=1.[CH3:18][N:19]1[CH:23]=[C:22]([S:24](Cl)(=[O:26])=[O:25])[N:21]=[CH:20]1.S(Cl)(Cl)(=O)=O.CCN(C(C)C)C(C)C. The catalyst is CC#N. The product is [CH3:18][N:19]1[CH:23]=[C:22]([S:24]([NH:1][CH2:2][CH2:3][NH:4][C:5]2[CH:17]=[CH:16][C:8]([C:9]([O:11][C:12]([CH3:13])([CH3:14])[CH3:15])=[O:10])=[CH:7][CH:6]=2)(=[O:26])=[O:25])[N:21]=[CH:20]1. The yield is 0.900. (4) The reactants are [C:1]([C:3]1[CH:8]=[CH:7][C:6]([C:9]2[CH:10]=[N:11][N:12]([C:16]3[CH:31]=[CH:30][C:19]([C:20]([NH:22][CH2:23][CH:24]4[CH2:29][CH2:28][O:27][CH2:26][CH2:25]4)=[O:21])=[CH:18][N:17]=3)[C:13]=2[O:14]C)=[C:5]([CH3:32])[CH:4]=1)#[N:2].[Cl-].[Li+]. The catalyst is CC(N(C)C)=O. The product is [C:1]([C:3]1[CH:8]=[CH:7][C:6]([C:9]2[CH:10]=[N:11][N:12]([C:16]3[CH:31]=[CH:30][C:19]([C:20]([NH:22][CH2:23][CH:24]4[CH2:29][CH2:28][O:27][CH2:26][CH2:25]4)=[O:21])=[CH:18][N:17]=3)[C:13]=2[OH:14])=[C:5]([CH3:32])[CH:4]=1)#[N:2]. The yield is 0.310.